Dataset: Full USPTO retrosynthesis dataset with 1.9M reactions from patents (1976-2016). Task: Predict the reactants needed to synthesize the given product. (1) Given the product [CH:1]1([N:7]2[CH2:13][C:12]([F:14])([F:15])[C:11](=[O:16])[N:10]([CH3:17])[C:9]3[CH:18]=[N:19][C:20]([NH:22][C:23]4[CH:31]=[CH:30][C:26]([C:27]([NH2:36])=[O:28])=[CH:25][C:24]=4[O:32][CH3:33])=[N:21][C:8]2=3)[CH2:6][CH2:5][CH2:4][CH2:3][CH2:2]1, predict the reactants needed to synthesize it. The reactants are: [CH:1]1([N:7]2[CH2:13][C:12]([F:15])([F:14])[C:11](=[O:16])[N:10]([CH3:17])[C:9]3[CH:18]=[N:19][C:20]([NH:22][C:23]4[CH:31]=[CH:30][C:26]([C:27](O)=[O:28])=[CH:25][C:24]=4[O:32][CH3:33])=[N:21][C:8]2=3)[CH2:6][CH2:5][CH2:4][CH2:3][CH2:2]1.C([N:36](CC)CC)C.F[P-](F)(F)(F)(F)F.CN(C(N(C)C)=[N+]1C2C(=NC=CC=2)[N+]([O-])=N1)C.[Cl-].[NH4+]. (2) Given the product [NH2:13][C:12]1[CH:11]=[CH:10][C:9]([C:26]2[C:27]([NH2:30])=[N:28][CH:29]=[C:24]([Br:23])[CH:25]=2)=[CH:15][CH:14]=1, predict the reactants needed to synthesize it. The reactants are: CC1(C)C(C)(C)OB([C:9]2[CH:15]=[CH:14][C:12]([NH2:13])=[CH:11][CH:10]=2)O1.C(=O)([O-])[O-].[K+].[K+].[Br:23][C:24]1[CH:25]=[C:26](I)[C:27]([NH2:30])=[N:28][CH:29]=1. (3) The reactants are: C(=O)(O)[O-].[Na+].O.[OH:7][CH:8]1[CH2:13][CH2:12][NH:11][CH2:10][CH2:9]1.[N:14]#[C:15]Br. Given the product [C:15]([N:11]1[CH2:12][CH2:13][CH:8]([OH:7])[CH2:9][CH2:10]1)#[N:14], predict the reactants needed to synthesize it. (4) The reactants are: [Cl:1][C:2]1[CH:7]=[C:6]2[NH:8][C:9](=[O:45])[C:10]3([CH:15]([C:16]4[CH:21]=[C:20]([Cl:22])[CH:19]=[CH:18][C:17]=4[O:23][C:24]([CH2:34][CH3:35])([C:27]([NH:29][S:30]([CH3:33])(=[O:32])=[O:31])=[O:28])[CH2:25][CH3:26])[CH2:14][C:13](=[O:36])[NH:12][CH:11]3[C:37]3[CH:42]=[C:41]([F:43])[CH:40]=[CH:39][C:38]=3[CH3:44])[C:5]2=[CH:4][CH:3]=1.[C:46](Cl)(=[O:50])[CH:47]([CH3:49])[CH3:48]. Given the product [Cl:1][C:2]1[CH:7]=[C:6]2[N:8]([C:46](=[O:50])[CH:47]([CH3:49])[CH3:48])[C:9](=[O:45])[C:10]3([CH:15]([C:16]4[CH:21]=[C:20]([Cl:22])[CH:19]=[CH:18][C:17]=4[O:23][C:24]([CH2:34][CH3:35])([C:27]([NH:29][S:30]([CH3:33])(=[O:32])=[O:31])=[O:28])[CH2:25][CH3:26])[CH2:14][C:13](=[O:36])[NH:12][CH:11]3[C:37]3[CH:42]=[C:41]([F:43])[CH:40]=[CH:39][C:38]=3[CH3:44])[C:5]2=[CH:4][CH:3]=1, predict the reactants needed to synthesize it. (5) Given the product [NH2:34][C:30]1([C:27]2[CH:28]=[CH:29][C:24]([C:15]3[C:16]([C:18]4[CH:19]=[CH:20][CH:21]=[CH:22][CH:23]=4)=[CH:17][C:8]4[N:7]([C:5]5[CH:4]=[N:3][N:2]([CH3:1])[CH:6]=5)[C:12](=[O:13])[CH2:11][O:10][C:9]=4[N:14]=3)=[CH:25][CH:26]=2)[CH2:31][CH2:32][CH2:33]1, predict the reactants needed to synthesize it. The reactants are: [CH3:1][N:2]1[CH:6]=[C:5]([N:7]2[C:12](=[O:13])[CH2:11][O:10][C:9]3[N:14]=[C:15]([C:24]4[CH:29]=[CH:28][C:27]([C:30]5([NH:34]C(=O)OC(C)(C)C)[CH2:33][CH2:32][CH2:31]5)=[CH:26][CH:25]=4)[C:16]([C:18]4[CH:23]=[CH:22][CH:21]=[CH:20][CH:19]=4)=[CH:17][C:8]2=3)[CH:4]=[N:3]1. (6) Given the product [CH3:17][C:2]1([OH:1])[CH2:3][C@@H:4]([CH:14]([CH3:16])[CH3:15])[NH:5][CH2:6]1.[C:18]([OH:24])([C:20]([F:23])([F:22])[F:21])=[O:19], predict the reactants needed to synthesize it. The reactants are: [OH:1][C:2]1([CH3:17])[CH2:6][N:5](C(OC(C)(C)C)=O)[C@H:4]([CH:14]([CH3:16])[CH3:15])[CH2:3]1.[C:18]([OH:24])([C:20]([F:23])([F:22])[F:21])=[O:19]. (7) Given the product [ClH:1].[N:2]12[CH2:11][CH:6]3[CH2:7][CH:8]([CH2:10][CH:4]([C@@H:5]3[NH:12][C:22]([C:15]3[C:16]4[CH:21]=[CH:20][CH:19]=[CH:18][C:17]=4[S:13][CH:14]=3)=[O:23])[CH2:3]1)[CH2:9]2, predict the reactants needed to synthesize it. The reactants are: [ClH:1].[N:2]12[CH2:11][CH:6]3[CH2:7][CH:8]([CH2:10][CH:4]([C@@H:5]3[NH2:12])[CH2:3]1)[CH2:9]2.[S:13]1[C:17]2[CH:18]=[CH:19][CH:20]=[CH:21][C:16]=2[C:15]([C:22](O)=[O:23])=[CH:14]1.N.